Dataset: NCI-60 drug combinations with 297,098 pairs across 59 cell lines. Task: Regression. Given two drug SMILES strings and cell line genomic features, predict the synergy score measuring deviation from expected non-interaction effect. Drug 1: CC(C)(C#N)C1=CC(=CC(=C1)CN2C=NC=N2)C(C)(C)C#N. Drug 2: CN(CC1=CN=C2C(=N1)C(=NC(=N2)N)N)C3=CC=C(C=C3)C(=O)NC(CCC(=O)O)C(=O)O. Cell line: COLO 205. Synergy scores: CSS=20.1, Synergy_ZIP=-0.531, Synergy_Bliss=1.46, Synergy_Loewe=-14.7, Synergy_HSA=0.851.